From a dataset of Full USPTO retrosynthesis dataset with 1.9M reactions from patents (1976-2016). Predict the reactants needed to synthesize the given product. (1) Given the product [ClH:37].[Cl:37][CH2:31][C:8]1[N:9]=[C:10]2[N:20]=[C:19]([C:21]3[C:26]([C:27]([F:30])([F:29])[F:28])=[CH:25][CH:24]=[CH:23][N:22]=3)[CH:18]=[CH:17][C:11]2=[C:12]2[C:7]=1[O:6][C:5]1[C:14](=[CH:15][CH:16]=[C:3]([C:2]([F:34])([F:33])[F:1])[CH:4]=1)[NH:13]2, predict the reactants needed to synthesize it. The reactants are: [F:1][C:2]([F:34])([F:33])[C:3]1[CH:4]=[C:5]2[C:14](=[CH:15][CH:16]=1)[NH:13][C:12]1[C:7](=[C:8]([CH2:31]O)[N:9]=[C:10]3[N:20]=[C:19]([C:21]4[C:26]([C:27]([F:30])([F:29])[F:28])=[CH:25][CH:24]=[CH:23][N:22]=4)[CH:18]=[CH:17][C:11]3=1)[O:6]2.O=S(Cl)[Cl:37]. (2) Given the product [OH:1][C:2]1[CH:3]=[C:4]([CH:7]=[CH:8][C:9]=1[O:10][CH2:11][CH2:12][CH3:13])[CH2:5][NH2:6], predict the reactants needed to synthesize it. The reactants are: [OH:1][C:2]1[CH:3]=[C:4]([CH:7]=[CH:8][C:9]=1[O:10][CH2:11][CH2:12][CH3:13])[C:5]#[N:6].C(OC1C=C(C=C(OCC2C=CC=CC=2)C=1)CN)C1C=CC=CC=1. (3) The reactants are: C(O[C:6]([N:8]1[CH2:12][C:11](=[N:13][O:14][C:15]([CH3:18])([CH3:17])[CH3:16])[CH2:10][C@H:9]1[C:19]([OH:21])=O)=[O:7])(C)(C)C.[C:22]1([CH:28]([C:32]2[CH:37]=[CH:36][CH:35]=[CH:34][CH:33]=2)C(Cl)=O)[CH:27]=[CH:26][CH:25]=[CH:24][CH:23]=1.[CH2:38]([N:40]([CH2:44][CH3:45])[CH2:41][CH2:42][NH2:43])[CH3:39]. Given the product [C:15]([O:14][N:13]=[C:11]1[CH2:12][N:8]([C:6](=[O:7])[CH:28]([C:22]2[CH:23]=[CH:24][CH:25]=[CH:26][CH:27]=2)[C:32]2[CH:33]=[CH:34][CH:35]=[CH:36][CH:37]=2)[C@H:9]([C:19]([NH:43][CH2:42][CH2:41][N:40]([CH2:44][CH3:45])[CH2:38][CH3:39])=[O:21])[CH2:10]1)([CH3:16])([CH3:17])[CH3:18], predict the reactants needed to synthesize it. (4) The reactants are: [Cl:1][C:2]1[CH:3]=[C:4]([C:14]2([OH:21])[CH2:17][CH:16]([C:18](O)=[O:19])[CH2:15]2)[CH:5]=[CH:6][C:7]=1[CH2:8][N:9]1[CH2:13][CH2:12][CH2:11][CH2:10]1.Cl.[CH:23]1([CH2:26][NH:27][CH3:28])[CH2:25][CH2:24]1.C(N(CC)CC)C.C(P1(=O)OP(CCC)(=O)OP(CCC)(=O)O1)CC.[OH-].[Na+]. Given the product [CH:23]1([CH2:26][N:27]([CH3:28])[C:18]([CH:16]2[CH2:17][C:14]([C:4]3[CH:5]=[CH:6][C:7]([CH2:8][N:9]4[CH2:10][CH2:11][CH2:12][CH2:13]4)=[C:2]([Cl:1])[CH:3]=3)([OH:21])[CH2:15]2)=[O:19])[CH2:25][CH2:24]1, predict the reactants needed to synthesize it. (5) Given the product [CH3:25][C:26]1[CH:31]=[C:30]([C:2]2[C:3]([O:8][CH:9]3[CH2:14][CH2:13][CH2:12][N:11]([C:15]4[CH:24]=[CH:23][C:22]5[C:17](=[CH:18][CH:19]=[CH:20][CH:21]=5)[N:16]=4)[CH2:10]3)=[N:4][CH:5]=[CH:6][N:7]=2)[CH:29]=[CH:28][N:27]=1, predict the reactants needed to synthesize it. The reactants are: Cl[C:2]1[C:3]([O:8][CH:9]2[CH2:14][CH2:13][CH2:12][N:11]([C:15]3[CH:24]=[CH:23][C:22]4[C:17](=[CH:18][CH:19]=[CH:20][CH:21]=4)[N:16]=3)[CH2:10]2)=[N:4][CH:5]=[CH:6][N:7]=1.[CH3:25][C:26]1[CH:31]=[C:30](B2OC(C)(C)C(C)(C)O2)[CH:29]=[CH:28][N:27]=1.[O-]P([O-])([O-])=O.[K+].[K+].[K+]. (6) Given the product [Cl:1][C:2]1[CH:7]=[CH:6][C:5]([C:8]2[CH:13]=[CH:12][C:11]([C:14]([NH:16][CH2:17][CH2:18][O:19][C:20]3[CH:25]=[CH:24][C:23]([CH2:26][CH:27]([O:33][C:34]4[CH:35]=[CH:36][CH:37]=[CH:38][CH:39]=4)[C:28]([OH:30])=[O:29])=[CH:22][CH:21]=3)=[O:15])=[CH:10][CH:9]=2)=[CH:4][CH:3]=1, predict the reactants needed to synthesize it. The reactants are: [Cl:1][C:2]1[CH:7]=[CH:6][C:5]([C:8]2[CH:13]=[CH:12][C:11]([C:14]([NH:16][CH2:17][CH2:18][O:19][C:20]3[CH:25]=[CH:24][C:23]([CH2:26][CH:27]([O:33][C:34]4[CH:39]=[CH:38][CH:37]=[CH:36][CH:35]=4)[C:28]([O:30]CC)=[O:29])=[CH:22][CH:21]=3)=[O:15])=[CH:10][CH:9]=2)=[CH:4][CH:3]=1.[OH-].[Na+]. (7) Given the product [Cl:22][C:19]1[CH:18]=[CH:17][C:16]([CH:8]([C:5]2[CH:6]=[CH:7][C:2]([Cl:1])=[CH:3][CH:4]=2)[S:9]([CH2:12][C:13](=[O:15])[CH2:14][Br:29])(=[O:10])=[O:11])=[CH:21][CH:20]=1, predict the reactants needed to synthesize it. The reactants are: [Cl:1][C:2]1[CH:7]=[CH:6][C:5]([CH:8]([C:16]2[CH:21]=[CH:20][C:19]([Cl:22])=[CH:18][CH:17]=2)[S:9]([CH2:12][C:13](=[O:15])[CH3:14])(=[O:11])=[O:10])=[CH:4][CH:3]=1.C1C=C[NH+]=CC=1.[Br:29][Br-]Br. (8) The reactants are: C(N(C(C)C)CC)(C)C.Cl.COC(=O)[C@H](C[C:17]([C:19]1[S:20][CH:21]=[CH:22][CH:23]=1)=[O:18])N.[Cl:25][C:26]1[CH:34]=[C:33]([C:35]([NH:37][CH2:38][C:39]2[CH:44]=[C:43]([OH:45])[CH:42]=[C:41]([OH:46])[CH:40]=2)=[O:36])[CH:32]=[CH:31][C:27]=1[C:28]([OH:30])=O.CN(C(O[N:55]1N=[N:62][C:57]2[CH:58]=CC=C[C:56]1=2)=[N+](C)C)C.F[P-](F)(F)(F)(F)F.C1C=CC2N([OH:80])N=NC=2C=1.CN(C)[CH:83]=[O:84]. Given the product [Cl:25][C:26]1[CH:34]=[C:33]([C:35]([NH:37][CH2:38][C:39]2[CH:44]=[C:43]([OH:45])[CH:42]=[C:41]([OH:46])[CH:40]=2)=[O:36])[CH:32]=[CH:31][C:27]=1[C:28]([NH:62][C@H:57]([C:58]([O:84][CH3:83])=[O:80])[CH2:56][NH:55][C:17]([C:19]1[S:20][CH:21]=[CH:22][CH:23]=1)=[O:18])=[O:30], predict the reactants needed to synthesize it.